Dataset: Catalyst prediction with 721,799 reactions and 888 catalyst types from USPTO. Task: Predict which catalyst facilitates the given reaction. Reactant: [C:9](O[C:9]([O:11][C:12]([CH3:15])([CH3:14])[CH3:13])=[O:10])([O:11][C:12]([CH3:15])([CH3:14])[CH3:13])=[O:10].[Br:16][C:17]1[CH:25]=[CH:24][CH:23]=[C:22]2[C:18]=1[CH:19]=[CH:20][NH:21]2. Product: [C:12]([O:11][C:9]([N:21]1[C:22]2[C:18](=[C:17]([Br:16])[CH:25]=[CH:24][CH:23]=2)[CH:19]=[CH:20]1)=[O:10])([CH3:13])([CH3:14])[CH3:15]. The catalyst class is: 251.